Dataset: Forward reaction prediction with 1.9M reactions from USPTO patents (1976-2016). Task: Predict the product of the given reaction. (1) Given the reactants [S:1]1[C:5]([CH:6]=O)=[CH:4][CH:3]=[C:2]1[CH:8]=[O:9].C1(P(=[CH:29][C:30]([O:32][CH3:33])=[O:31])(C2C=CC=CC=2)C2C=CC=CC=2)C=CC=CC=1, predict the reaction product. The product is: [CH:8]([C:2]1[S:1][C:5](/[CH:6]=[CH:29]/[C:30]([O:32][CH3:33])=[O:31])=[CH:4][CH:3]=1)=[O:9]. (2) Given the reactants [Cl:1][C:2]1[CH:28]=[C:27]([CH3:29])[C:5]2[N:6]=[C:7]([C:11]3[N:12]([C:20]4[C:25]([Cl:26])=[CH:24][CH:23]=[CH:22][N:21]=4)[N:13]=[C:14]([C:16]([F:19])([F:18])[F:17])[CH:15]=3)[O:8][C:9](=[O:10])[C:4]=2[CH:3]=1.[NH2:30][CH2:31][CH:32]([OH:34])[CH3:33], predict the reaction product. The product is: [Cl:1][C:2]1[CH:28]=[C:27]([CH3:29])[C:5]([NH:6][C:7]([C:11]2[N:12]([C:20]3[C:25]([Cl:26])=[CH:24][CH:23]=[CH:22][N:21]=3)[N:13]=[C:14]([C:16]([F:19])([F:18])[F:17])[CH:15]=2)=[O:8])=[C:4]([C:9](=[O:10])[NH:30][CH2:31][CH:32]([OH:34])[CH3:33])[CH:3]=1. (3) Given the reactants [NH2:1][C:2]1[CH:28]=[CH:27][C:26]([N:29]2[CH2:33][CH2:32][CH2:31][CH2:30]2)=[CH:25][C:3]=1[C:4]([NH:6][C:7]1[CH:12]=[CH:11][C:10]([CH2:13][CH2:14][C:15]2[CH:24]=[CH:23][C:18]([C:19]([O:21][CH3:22])=[O:20])=[CH:17][CH:16]=2)=[CH:9][CH:8]=1)=[O:5].[CH2:34]([N:36]([C@H:49]1[CH2:54][CH2:53][C@H:52]([C:55]([O:57][CH3:58])=[O:56])[CH2:51][CH2:50]1)[S:37]([C:40]1[CH:41]=[C:42]([CH:46]=[CH:47][CH:48]=1)[C:43](O)=[O:44])(=[O:39])=[O:38])[CH3:35].CN(C(ON1N=NC2C=CC=CC1=2)=[N+](C)C)C.F[P-](F)(F)(F)(F)F.CCN(C(C)C)C(C)C, predict the reaction product. The product is: [CH2:34]([N:36]([C@H:49]1[CH2:54][CH2:53][C@H:52]([C:55]([O:57][CH3:58])=[O:56])[CH2:51][CH2:50]1)[S:37]([C:40]1[CH:41]=[C:42]([CH:46]=[CH:47][CH:48]=1)[C:43]([NH:1][C:2]1[CH:28]=[CH:27][C:26]([N:29]2[CH2:33][CH2:32][CH2:31][CH2:30]2)=[CH:25][C:3]=1[C:4]([NH:6][C:7]1[CH:8]=[CH:9][C:10]([CH2:13][CH2:14][C:15]2[CH:24]=[CH:23][C:18]([C:19]([O:21][CH3:22])=[O:20])=[CH:17][CH:16]=2)=[CH:11][CH:12]=1)=[O:5])=[O:44])(=[O:39])=[O:38])[CH3:35]. (4) Given the reactants COC1C=CC(C([NH:24][C:25]2[CH2:26][O:27][CH2:28][C@:29]([C:32]3[CH:37]=[C:36]([NH:38][CH2:39][CH2:40][CH2:41][CH3:42])[CH:35]=[CH:34][C:33]=3[F:43])([CH3:31])[N:30]=2)(C2C=CC(OC)=CC=2)C2C=CC=CC=2)=CC=1.FC(F)(F)C(O)=O, predict the reaction product. The product is: [CH2:39]([NH:38][C:36]1[CH:35]=[CH:34][C:33]([F:43])=[C:32]([C@:29]2([CH3:31])[CH2:28][O:27][CH2:26][C:25]([NH2:24])=[N:30]2)[CH:37]=1)[CH2:40][CH2:41][CH3:42]. (5) Given the reactants [CH2:1]([O:3][C:4]1[CH:13]=[C:12]2[C:7]([CH:8]=[CH:9][C:10](B3OC(C)(C)C(C)(C)O3)=[CH:11]2)=[CH:6][CH:5]=1)[CH3:2].[Cl:23][C:24]1[CH:25]=[C:26]([CH2:30][N:31]2[CH:35]=[CH:34][N:33]=[C:32]2[CH3:36])[N:27]=[N:28][CH:29]=1, predict the reaction product. The product is: [ClH:23].[CH2:1]([O:3][C:4]1[CH:13]=[C:12]2[C:7]([CH:8]=[CH:9][C:10]([C:24]3[CH:25]=[C:26]([CH2:30][N:31]4[CH:35]=[CH:34][N:33]=[C:32]4[CH3:36])[N:27]=[N:28][CH:29]=3)=[CH:11]2)=[CH:6][CH:5]=1)[CH3:2].